Dataset: Forward reaction prediction with 1.9M reactions from USPTO patents (1976-2016). Task: Predict the product of the given reaction. (1) Given the reactants [NH2:1][C@@H:2]([CH2:11][CH3:12])[C@H:3]([OH:10])[C:4](NC1CC1)=[O:5].Cl.[CH:14]1[C:23]2[C:18](=[CH:19][CH:20]=[CH:21][CH:22]=2)[CH:17]=[CH:16][C:15]=1[CH2:24][CH2:25][NH2:26], predict the reaction product. The product is: [NH2:1][C@@H:2]([CH2:11][CH3:12])[C@H:3]([OH:10])[C:4]([NH:26][CH2:25][CH2:24][C:15]1[CH:16]=[CH:17][C:18]2[C:23](=[CH:22][CH:21]=[CH:20][CH:19]=2)[CH:14]=1)=[O:5]. (2) Given the reactants [H-].[Na+].[CH2:3]([OH:8])[C:4]#[C:5][CH2:6][CH3:7].[Cl:9][C:10]1[CH:15]=[C:14](Cl)[N:13]=[CH:12][N:11]=1.[Cl-].[NH4+], predict the reaction product. The product is: [Cl:9][C:10]1[CH:15]=[C:14]([O:8][CH2:3][C:4]#[C:5][CH2:6][CH3:7])[N:13]=[CH:12][N:11]=1. (3) Given the reactants [CH2:1]([O:3][C:4]([CH:6]1[C:14]([C:16](=[O:18])[CH3:17])(C)[C:13]2[C:8](=[CH:9][CH:10]=[C:11](Br)[CH:12]=2)[N:7]1[C:20]1[CH:25]=[CH:24][C:23]([O:26][CH:27]([CH3:29])[CH3:28])=[CH:22][CH:21]=1)=[O:5])[CH3:2].[B:30]1([B:30]2[O:34][C:33]([CH3:36])([CH3:35])[C:32]([CH3:38])([CH3:37])[O:31]2)[O:34][C:33]([CH3:36])([CH3:35])[C:32]([CH3:38])([CH3:37])[O:31]1, predict the reaction product. The product is: [CH2:1]([O:3][C:4]([C:6]1[N:7]([C:20]2[CH:25]=[CH:24][C:23]([O:26][CH:27]([CH3:28])[CH3:29])=[CH:22][CH:21]=2)[C:8]2[C:13]([C:14]=1[C:16](=[O:18])[CH3:17])=[CH:12][C:11]([B:30]1[O:34][C:33]([CH3:36])([CH3:35])[C:32]([CH3:38])([CH3:37])[O:31]1)=[CH:10][CH:9]=2)=[O:5])[CH3:2]. (4) Given the reactants [Br:1][C:2]1[CH:3]=[CH:4][C:5]([F:10])=[C:6]([CH:9]=1)[CH:7]=[O:8].O.CC1C=CC(S(O)(=O)=O)=CC=1.[CH2:23](O)[CH2:24][OH:25].C1(C)C=CC=CC=1, predict the reaction product. The product is: [Br:1][C:2]1[CH:3]=[CH:4][C:5]([F:10])=[C:6]([CH:7]2[O:25][CH2:24][CH2:23][O:8]2)[CH:9]=1. (5) Given the reactants FC(F)(F)S(O[C:7]1[CH:12]=[C:11]([O:13][CH:14]2[CH2:18][CH2:17][CH2:16][CH2:15]2)[CH:10]=[CH:9][C:8]=1[CH:19]=[O:20])(=O)=O.[B:23]1([B:23]2[O:27][C:26]([CH3:29])([CH3:28])[C:25]([CH3:31])([CH3:30])[O:24]2)[O:27][C:26]([CH3:29])([CH3:28])[C:25]([CH3:31])([CH3:30])[O:24]1.C([O-])(=O)C.[K+], predict the reaction product. The product is: [CH:14]1([O:13][C:11]2[CH:10]=[CH:9][C:8]([CH:19]=[O:20])=[C:7]([B:23]3[O:27][C:26]([CH3:29])([CH3:28])[C:25]([CH3:31])([CH3:30])[O:24]3)[CH:12]=2)[CH2:18][CH2:17][CH2:16][CH2:15]1. (6) Given the reactants [Br:1][C:2]1[CH:7]=[CH:6][C:5]([F:8])=[CH:4][C:3]=1[O:9][CH3:10].[CH3:11][O:12]C(Cl)Cl, predict the reaction product. The product is: [Br:1][C:2]1[C:3]([O:9][CH3:10])=[CH:4][C:5]([F:8])=[C:6]([CH:7]=1)[CH:11]=[O:12]. (7) Given the reactants Cl[CH:2]1[CH2:8][CH2:7][CH2:6][CH2:5][CH2:4][C:3]1=[O:9].C([O:17][C:18]1[N:23]=[C:22]2[NH:24][CH:25]=[N:26][C:21]2=[CH:20][CH:19]=1)C1C=CC=CC=1, predict the reaction product. The product is: [OH:17][C:18]1[N:23]=[C:22]2[N:24]([CH:2]3[CH2:8][CH2:7][CH2:6][CH2:5][CH2:4][C:3]3=[O:9])[CH:25]=[N:26][C:21]2=[CH:20][CH:19]=1. (8) Given the reactants [CH2:1]([O:3][C:4]1[CH:12]=[C:11]([N+:13]([O-:15])=[O:14])[CH:10]=[CH:9][C:5]=1[C:6]([OH:8])=[O:7])[CH3:2].O.[C:17]1(C)C=CC(S(O)(=O)=O)=CC=1, predict the reaction product. The product is: [CH2:1]([O:3][C:4]1[CH:12]=[C:11]([N+:13]([O-:15])=[O:14])[CH:10]=[CH:9][C:5]=1[C:6]([O:8][CH3:17])=[O:7])[CH3:2]. (9) The product is: [CH2:1]([O:3][C:4]([C:6]1([CH2:23][CH3:24])[CH2:11][CH2:10][CH2:9][N:8]([CH2:12][CH:13]2[O:18][C:17]3[CH:19]=[CH:20][CH:21]=[CH:22][C:16]=3[O:15][CH2:14]2)[CH2:7]1)=[O:5])[CH3:2]. Given the reactants [CH2:1]([O:3][C:4]([C:6]1([CH3:23])[CH2:11][CH2:10][CH2:9][N:8]([CH2:12][CH:13]2[O:18][C:17]3[CH:19]=[CH:20][CH:21]=[CH:22][C:16]=3[O:15][CH2:14]2)[CH2:7]1)=[O:5])[CH3:2].[CH2:24](I)C, predict the reaction product.